This data is from Reaction yield outcomes from USPTO patents with 853,638 reactions. The task is: Predict the reaction yield, written as a fraction of the theoretical maximum amount of product (1.0 means a 100% yield; for example, 0.34 means a 34% yield). The reactants are S(Cl)(Cl)=O.[I:5][C:6]1[CH:7]=[C:8]([CH:12]=[CH:13][C:14]=1[CH3:15])[C:9]([OH:11])=O.C(N(C(C)C)CC)(C)C.[N:25]1([CH2:31][CH2:32][CH2:33][NH2:34])[CH2:30][CH2:29][O:28][CH2:27][CH2:26]1.[NH4+].[Cl-]. The catalyst is C1COCC1.C(Cl)Cl.CCOC(C)=O. The product is [I:5][C:6]1[CH:7]=[C:8]([CH:12]=[CH:13][C:14]=1[CH3:15])[C:9]([NH:34][CH2:33][CH2:32][CH2:31][N:25]1[CH2:30][CH2:29][O:28][CH2:27][CH2:26]1)=[O:11]. The yield is 0.500.